Dataset: Catalyst prediction with 721,799 reactions and 888 catalyst types from USPTO. Task: Predict which catalyst facilitates the given reaction. Reactant: [H-].[Na+].[I:3][C:4]1[CH:5]=[N:6][NH:7][CH:8]=1.CS(O[CH:14]1[CH2:23][CH2:22][C:17]2([O:21][CH2:20][CH2:19][O:18]2)[CH2:16][CH2:15]1)(=O)=O.O. Product: [O:18]1[C:17]2([CH2:22][CH2:23][CH:14]([N:6]3[CH:5]=[C:4]([I:3])[CH:8]=[N:7]3)[CH2:15][CH2:16]2)[O:21][CH2:20][CH2:19]1. The catalyst class is: 121.